From a dataset of Reaction yield outcomes from USPTO patents with 853,638 reactions. Predict the reaction yield, written as a fraction of the theoretical maximum amount of product (1.0 means a 100% yield; for example, 0.34 means a 34% yield). (1) The reactants are [O:1]1[C:5]2[CH:6]=[CH:7][C:8]([C:10]3[CH:15]=[CH:14][C:13]([N:16]4[C:20]([CH2:21][C@@H:22]5[CH2:26][CH2:25][N:24]([C:27]([CH:29]6[CH2:31][CH2:30]6)=[O:28])[CH2:23]5)=[N:19][NH:18][C:17]4=[O:32])=[CH:12][CH:11]=3)=[CH:9][C:4]=2[CH:3]=[CH:2]1.C(=O)([O-])[O-].[K+].[K+].Cl[CH2:40][C:41]([CH3:44])([OH:43])[CH3:42].ClCCl. The catalyst is CN(C)C=O.O. The product is [O:1]1[C:5]2[CH:6]=[CH:7][C:8]([C:10]3[CH:11]=[CH:12][C:13]([N:16]4[C:20]([CH2:21][C@@H:22]5[CH2:26][CH2:25][N:24]([C:27]([CH:29]6[CH2:30][CH2:31]6)=[O:28])[CH2:23]5)=[N:19][N:18]([CH2:40][C:41]([OH:43])([CH3:44])[CH3:42])[C:17]4=[O:32])=[CH:14][CH:15]=3)=[CH:9][C:4]=2[CH:3]=[CH:2]1. The yield is 0.480. (2) The product is [O:14]1[CH2:19][CH2:18][O:17][C:16]2[CH:20]=[C:21]([C:24]3[NH:1][C:2]4[N:6]([N:5]=[C:4]([OH:7])[C:3]=4[C:8]4[CH:13]=[CH:12][CH:11]=[CH:10][CH:9]=4)[C:26](=[O:27])[CH:25]=3)[CH:22]=[CH:23][C:15]1=2. The yield is 0.230. The reactants are [NH2:1][C:2]1[NH:6][N:5]=[C:4]([OH:7])[C:3]=1[C:8]1[CH:13]=[CH:12][CH:11]=[CH:10][CH:9]=1.[O:14]1[CH2:19][CH2:18][O:17][C:16]2[CH:20]=[C:21]([C:24](=O)[CH2:25][C:26](OCC)=[O:27])[CH:22]=[CH:23][C:15]1=2. The catalyst is C(O)(=O)C.